From a dataset of Forward reaction prediction with 1.9M reactions from USPTO patents (1976-2016). Predict the product of the given reaction. (1) Given the reactants [CH3:1][O:2][C:3]1[CH:4]=[C:5]([CH:9]=[CH:10][C:11]=1[N+:12]([O-:14])=[O:13])[C:6](Cl)=[O:7].C(N(CC)C(C)C)(C)C.Cl.Cl.[CH3:26][N:27]1[CH2:31][CH2:30][C@@H:29]([NH2:32])[CH2:28]1, predict the reaction product. The product is: [CH3:1][O:2][C:3]1[CH:4]=[C:5]([CH:9]=[CH:10][C:11]=1[N+:12]([O-:14])=[O:13])[C:6]([NH:32][C@@H:29]1[CH2:30][CH2:31][N:27]([CH3:26])[CH2:28]1)=[O:7]. (2) Given the reactants [NH:1]1[CH:5]=[CH:4][N:3]=[C:2]1[N:6]1[C:14]2[C:9](=[CH:10][C:11]([N+:15]([O-:17])=[O:16])=[CH:12][CH:13]=2)[CH2:8][CH2:7]1.[C:18](=O)([O-])[O-].[K+].[K+].CI.Cl, predict the reaction product. The product is: [CH3:18][N:1]1[CH:5]=[CH:4][N:3]=[C:2]1[N:6]1[C:14]2[C:9](=[CH:10][C:11]([N+:15]([O-:17])=[O:16])=[CH:12][CH:13]=2)[CH2:8][CH2:7]1. (3) Given the reactants [N+:1]([C:4]1[CH:9]=[CH:8][C:7]([OH:10])=[CH:6][CH:5]=1)([O-:3])=[O:2].C(=O)([O-])[O-].[K+].[K+].[I-].[Na+].Br[CH2:20][CH2:21][CH2:22][CH2:23][CH2:24][C:25]([O:27][CH3:28])=[O:26], predict the reaction product. The product is: [CH3:28][O:27][C:25](=[O:26])[CH2:24][CH2:23][CH2:22][CH2:21][CH2:20][O:10][C:7]1[CH:8]=[CH:9][C:4]([N+:1]([O-:3])=[O:2])=[CH:5][CH:6]=1. (4) Given the reactants [CH2:1]([O:8][NH:9][C:10](=[O:19])[CH2:11][CH2:12][CH2:13][CH2:14][CH2:15][CH2:16][CH2:17]Br)[C:2]1[CH:7]=[CH:6][CH:5]=[CH:4][CH:3]=1.Cl.[CH3:21][O:22][C:23]1[CH:24]=[C:25]2[C:30](=[CH:31][C:32]=1[O:33][CH3:34])[CH:29]([C:35]1[CH:40]=[CH:39][CH:38]=[CH:37][CH:36]=1)[NH:28][CH2:27][CH2:26]2.C(=O)([O-])[O-].[K+].[K+], predict the reaction product. The product is: [CH2:1]([O:8][NH:9][C:10](=[O:19])[CH2:11][CH2:12][CH2:13][CH2:14][CH2:15][CH2:16][CH2:17][N:28]1[CH2:27][CH2:26][C:25]2[C:30](=[CH:31][C:32]([O:33][CH3:34])=[C:23]([O:22][CH3:21])[CH:24]=2)[CH:29]1[C:35]1[CH:40]=[CH:39][CH:38]=[CH:37][CH:36]=1)[C:2]1[CH:7]=[CH:6][CH:5]=[CH:4][CH:3]=1. (5) Given the reactants [CH3:1][O:2][CH2:3][C:4]1[CH:9]=[CH:8][C:7]([CH2:10][CH2:11][OH:12])=[CH:6][CH:5]=1.[C:13]([NH:18][C@H:19]([C:28]([O:30][CH3:31])=[O:29])[CH2:20][C:21]1[CH:26]=[CH:25][C:24](O)=[CH:23][CH:22]=1)(=[O:17])[CH:14]([CH3:16])[CH3:15].N(C(N1CCCCC1)=O)=NC(N1CCCCC1)=O.C1(P(C2C=CC=CC=2)C2C=CC=CC=2)C=CC=CC=1, predict the reaction product. The product is: [C:13]([NH:18][C@H:19]([C:28]([O:30][CH3:31])=[O:29])[CH2:20][C:21]1[CH:26]=[CH:25][C:24]([O:12][CH2:11][CH2:10][C:7]2[CH:8]=[CH:9][C:4]([CH2:3][O:2][CH3:1])=[CH:5][CH:6]=2)=[CH:23][CH:22]=1)(=[O:17])[CH:14]([CH3:15])[CH3:16].